The task is: Predict the reaction yield, written as a fraction of the theoretical maximum amount of product (1.0 means a 100% yield; for example, 0.34 means a 34% yield).. This data is from Reaction yield outcomes from USPTO patents with 853,638 reactions. The reactants are [CH:1]1([C:4]2[NH:8][N:7]=[C:6]([NH:9][C:10]3[C:17]([F:18])=[C:16](I)[C:13]([C:14]#[N:15])=[C:12]([NH:20][C@H:21]([C:23]4[CH:28]=[CH:27][C:26]([F:29])=[CH:25][CH:24]=4)[CH3:22])[N:11]=3)[CH:5]=2)[CH2:3][CH2:2]1.CC[N:32](C(C)C)[CH:33]([CH3:35])[CH3:34].C(N)(C)C.C(Cl)Cl. The catalyst is CCCCO. The product is [CH:1]1([C:4]2[NH:8][N:7]=[C:6]([NH:9][C:10]3[C:17]([F:18])=[C:16]([NH:32][CH:33]([CH3:35])[CH3:34])[C:13]([C:14]#[N:15])=[C:12]([NH:20][C@H:21]([C:23]4[CH:28]=[CH:27][C:26]([F:29])=[CH:25][CH:24]=4)[CH3:22])[N:11]=3)[CH:5]=2)[CH2:3][CH2:2]1. The yield is 0.510.